This data is from Catalyst prediction with 721,799 reactions and 888 catalyst types from USPTO. The task is: Predict which catalyst facilitates the given reaction. Reactant: [N+:1]([C:4]1[CH:5]=[CH:6][C:7](=[O:10])[NH:8][CH:9]=1)([O-:3])=[O:2].[CH3:11][C:12]1([CH3:19])[O:16][C@H:15]([CH2:17]O)[CH2:14][O:13]1.C1(P(C2C=CC=CC=2)C2C=CC=CC=2)C=CC=CC=1.N(C(OC(C)C)=O)=NC(OC(C)C)=O. Product: [CH3:11][C:12]1([CH3:19])[O:16][C@H:15]([CH2:17][O:10][C:7]2[CH:6]=[CH:5][C:4]([N+:1]([O-:3])=[O:2])=[CH:9][N:8]=2)[CH2:14][O:13]1. The catalyst class is: 132.